This data is from Cav3 T-type calcium channel HTS with 100,875 compounds. The task is: Binary Classification. Given a drug SMILES string, predict its activity (active/inactive) in a high-throughput screening assay against a specified biological target. (1) The compound is o1c(C(=O)Nc2c(NC(=O)c3oc(cc3)C)cccc2)ccc1C. The result is 0 (inactive). (2) The compound is O(c1c(OCC)ccc(c1)c1n[nH]nn1)CC. The result is 0 (inactive). (3) The result is 0 (inactive). The drug is O1CCN(CCCNc2ncnc3n(ncc23)Cc2ccc(cc2)C)CC1. (4) The compound is S(c1n(c2ccc(OCC)cc2)c(=O)[nH]n1)CC(=O)Nc1c(cccc1)C. The result is 0 (inactive). (5) The drug is O=C(N(C)C)C1C(C1)C(NC(OCc1ccccc1)=O)c1ccccc1. The result is 0 (inactive). (6) The drug is O=C(N)C1CCN(C(CCC)c2n(nnn2)CCC(C)C)CC1. The result is 0 (inactive). (7) The compound is S(=O)(=O)(N(CC(O)CO\N=C1\c2c(c3c1cccc3)cccc2)c1cc(ccc1)C)C. The result is 0 (inactive).